From a dataset of Reaction yield outcomes from USPTO patents with 853,638 reactions. Predict the reaction yield, written as a fraction of the theoretical maximum amount of product (1.0 means a 100% yield; for example, 0.34 means a 34% yield). The reactants are [CH:1]1([NH:5][S:6]([C:9]2[CH:10]=[C:11]3[C:16](=[CH:17][CH:18]=2)[NH:15][CH:14]([C:19]2[CH:24]=[CH:23][CH:22]=[C:21](Br)[CH:20]=2)[CH2:13][C:12]3([CH3:27])[CH3:26])(=[O:8])=[O:7])[CH2:4][CH2:3][CH2:2]1.Cl.CN(C)CC(O)=O.[NH:36]1[CH2:41][CH2:40][O:39][CH2:38][CH2:37]1.C(=O)([O-])[O-].[K+].[K+]. The catalyst is CS(C)=O.[Cu]I. The product is [CH:1]1([NH:5][S:6]([C:9]2[CH:10]=[C:11]3[C:16](=[CH:17][CH:18]=2)[NH:15][CH:14]([C:19]2[CH:24]=[CH:23][CH:22]=[C:21]([N:36]4[CH2:41][CH2:40][O:39][CH2:38][CH2:37]4)[CH:20]=2)[CH2:13][C:12]3([CH3:27])[CH3:26])(=[O:8])=[O:7])[CH2:4][CH2:3][CH2:2]1. The yield is 0.800.